Dataset: Experimentally validated miRNA-target interactions with 360,000+ pairs, plus equal number of negative samples. Task: Binary Classification. Given a miRNA mature sequence and a target amino acid sequence, predict their likelihood of interaction. The miRNA is hsa-miR-7106-5p with sequence UGGGAGGAGGGGAUCUUGGG. Result: 0 (no interaction). The protein sequence of the target gene is MGPLRESKKEQRVQHQEKEISRSRIPRLILRPHRPQQQQQQQNKVSPASESPFSEEESREFNPSSSGRSARTISSNSFCSDDTGCPSSQSVSPVKTPSDTGHSPIGFCPGSDEDFTRKKCRIGMVGEGSIQSARHKKEPKGGIIKPGSEADFSSSSSTGSISAPEVHMSTTGNKRASFSRNRGPHGRSNGASSHKSGSSPPSPREKDLVSMLCRNPLSPSNIHPSYAPSSPSSSNSGSYKGSDCSPVMRRSGRYMSCGENHGVKPPNPEQYLTPLQQKEVTVRHLRTKLKESERRLHERE....